From a dataset of Full USPTO retrosynthesis dataset with 1.9M reactions from patents (1976-2016). Predict the reactants needed to synthesize the given product. Given the product [OH:10][C:3]1[C:4]([CH3:9])=[CH:5][C:6]([C:11]2([C:6]3[CH:5]=[C:4]([CH3:9])[C:3]([OH:10])=[C:2]([CH3:1])[C:7]=3[CH3:8])[C:12]3[C:13](=[CH:17][CH:18]=[CH:19][CH:20]=3)[C:14](=[O:15])[O:16]2)=[C:7]([CH3:8])[C:2]=1[CH3:1], predict the reactants needed to synthesize it. The reactants are: [CH3:1][C:2]1[C:7]([CH3:8])=[CH:6][CH:5]=[C:4]([CH3:9])[C:3]=1[OH:10].[C:11]1(=O)[O:16][C:14](=[O:15])[C:13]2=[CH:17][CH:18]=[CH:19][CH:20]=[C:12]12.